From a dataset of Peptide-MHC class I binding affinity with 185,985 pairs from IEDB/IMGT. Regression. Given a peptide amino acid sequence and an MHC pseudo amino acid sequence, predict their binding affinity value. This is MHC class I binding data. (1) The peptide sequence is TPVEHGLVL. The MHC is HLA-B15:17 with pseudo-sequence HLA-B15:17. The binding affinity (normalized) is 0.417. (2) The peptide sequence is QSQQGHLAR. The MHC is Patr-A0301 with pseudo-sequence Patr-A0301. The binding affinity (normalized) is 0.536. (3) The peptide sequence is VGNVNVKF. The MHC is Mamu-B52 with pseudo-sequence Mamu-B52. The binding affinity (normalized) is 0.638. (4) The MHC is HLA-A32:07 with pseudo-sequence HLA-A32:07. The peptide sequence is MAAAAFPAL. The binding affinity (normalized) is 0.340. (5) The peptide sequence is LPQIGGEAI. The MHC is HLA-B54:01 with pseudo-sequence HLA-B54:01. The binding affinity (normalized) is 0.352. (6) The peptide sequence is NVFKAMETFK. The MHC is HLA-A33:01 with pseudo-sequence HLA-A33:01. The binding affinity (normalized) is 0.496.